From a dataset of Reaction yield outcomes from USPTO patents with 853,638 reactions. Predict the reaction yield, written as a fraction of the theoretical maximum amount of product (1.0 means a 100% yield; for example, 0.34 means a 34% yield). (1) The reactants are [C:1](=[NH:21])([O:3][CH2:4][CH2:5][C:6]1[CH:11]=[CH:10][C:9]([O:12][C:13]2[CH:18]=[CH:17][C:16]([CH3:19])=[C:15]([Cl:20])[CH:14]=2)=[CH:8][CH:7]=1)[NH2:2].[CH:22]([CH:24]([CH2:29][C:30]1[CH:31]=[N:32][CH:33]=[N:34][CH:35]=1)[C:25](OC)=O)=[O:23].C([O-])([O-])=O.[K+].[K+]. The catalyst is CN1C(=O)CCC1. The product is [Cl:20][C:15]1[CH:14]=[C:13]([O:12][C:9]2[CH:8]=[CH:7][C:6]([CH2:5][CH2:4][O:3][C:1]3[NH:2][CH:25]=[C:24]([CH2:29][C:30]4[CH:31]=[N:32][N:34]([CH3:33])[CH:35]=4)[C:22](=[O:23])[N:21]=3)=[CH:11][CH:10]=2)[CH:18]=[CH:17][C:16]=1[CH3:19]. The yield is 0.0683. (2) The product is [Cl:1][C:2]1[CH:3]=[CH:4][C:5]([OH:29])=[C:6]([CH:28]=1)[C:7]([NH:9][C:10]1[C:11]([C:24]([OH:26])=[O:25])=[C:12]([C:15]2[CH:20]=[CH:19][C:18]([CH3:21])=[C:17]([F:22])[C:16]=2[F:23])[S:13][CH:14]=1)=[O:8]. The reactants are [Cl:1][C:2]1[CH:3]=[CH:4][C:5]([OH:29])=[C:6]([CH:28]=1)[C:7]([NH:9][C:10]1[C:11]([C:24]([O:26]C)=[O:25])=[C:12]([C:15]2[CH:20]=[CH:19][C:18]([CH3:21])=[C:17]([F:22])[C:16]=2[F:23])[S:13][CH:14]=1)=[O:8].[OH-].[Li+]. The catalyst is O1CCCC1.CO.O. The yield is 0.770.